From a dataset of Reaction yield outcomes from USPTO patents with 853,638 reactions. Predict the reaction yield, written as a fraction of the theoretical maximum amount of product (1.0 means a 100% yield; for example, 0.34 means a 34% yield). The reactants are Cl.[CH3:2][NH:3][CH2:4][CH2:5][NH:6][S:7]([C:10]1[CH:15]=[C:14]([S:16]([C:19]2[CH:24]=[CH:23][CH:22]=[CH:21][CH:20]=2)(=[O:18])=[O:17])[CH:13]=[CH:12][C:11]=1[C:25]([F:28])([F:27])[F:26])(=[O:9])=[O:8].N1([C:34]([NH:36][CH:37]2[CH2:42][CH2:41][N:40]([C:43]([O:45][C:46]([CH3:49])([CH3:48])[CH3:47])=[O:44])[CH2:39][CH2:38]2)=[O:35])C=CN=C1.C(N(C(C)C)CC)(C)C. The catalyst is C(Cl)Cl. The product is [CH3:2][N:3]([CH2:4][CH2:5][NH:6][S:7]([C:10]1[CH:15]=[C:14]([S:16]([C:19]2[CH:24]=[CH:23][CH:22]=[CH:21][CH:20]=2)(=[O:18])=[O:17])[CH:13]=[CH:12][C:11]=1[C:25]([F:28])([F:26])[F:27])(=[O:9])=[O:8])[C:34]([NH:36][CH:37]1[CH2:42][CH2:41][N:40]([C:43]([O:45][C:46]([CH3:49])([CH3:48])[CH3:47])=[O:44])[CH2:39][CH2:38]1)=[O:35]. The yield is 0.800.